From a dataset of Forward reaction prediction with 1.9M reactions from USPTO patents (1976-2016). Predict the product of the given reaction. (1) Given the reactants [CH:1]1([OH:6])[CH2:5][CH2:4][CH2:3][CH2:2]1.[H-].[Na+].Br[C:10]1[N:18]([CH2:19][C:20]2[CH:25]=[CH:24][C:23]([Cl:26])=[CH:22][CH:21]=2)[C:17]2[C:16](=[O:27])[N:15]([CH2:28][CH2:29][CH2:30][O:31][CH:32]3[CH2:37][CH2:36][CH2:35][CH2:34][O:33]3)[C:14](=[O:38])[N:13]([CH3:39])[C:12]=2[N:11]=1.[Cl-].[NH4+], predict the reaction product. The product is: [Cl:26][C:23]1[CH:22]=[CH:21][C:20]([CH2:19][N:18]2[C:17]3[C:16](=[O:27])[N:15]([CH2:28][CH2:29][CH2:30][O:31][CH:32]4[CH2:37][CH2:36][CH2:35][CH2:34][O:33]4)[C:14](=[O:38])[N:13]([CH3:39])[C:12]=3[N:11]=[C:10]2[O:6][CH:1]2[CH2:5][CH2:4][CH2:3][CH2:2]2)=[CH:25][CH:24]=1. (2) Given the reactants [Cl:1][C:2]1[CH:3]=[C:4]([CH:9]=[CH:10][C:11]=1[N:12]1[C:17]([CH3:18])=[CH:16][C:15]([OH:19])=[CH:14][C:13]1=[O:20])[C:5]([O:7][CH3:8])=[O:6].[F:21][C:22]1[CH:29]=[C:28]([F:30])[CH:27]=[CH:26][C:23]=1[CH2:24]Br.C([O-])([O-])=O.[K+].[K+].O, predict the reaction product. The product is: [Cl:1][C:2]1[CH:3]=[C:4]([CH:9]=[CH:10][C:11]=1[N:12]1[C:17]([CH3:18])=[CH:16][C:15]([O:19][CH2:24][C:23]2[CH:26]=[CH:27][C:28]([F:30])=[CH:29][C:22]=2[F:21])=[CH:14][C:13]1=[O:20])[C:5]([O:7][CH3:8])=[O:6].